Dataset: Experimentally validated miRNA-target interactions with 360,000+ pairs, plus equal number of negative samples. Task: Binary Classification. Given a miRNA mature sequence and a target amino acid sequence, predict their likelihood of interaction. (1) The miRNA is mmu-miR-29b-1-5p with sequence GCUGGUUUCAUAUGGUGGUUUA. The protein sequence of the target gene is MALPAGPADAICALCQRAPREPVRADCGHRFCRACVVRFWAEEDGPFPCPECADDCWQRAVEPSRPPLSRRLLALEEAAAAPARDGPASEAALQLLCRADGDPLCSACRMAAGPEPPEWEPRWRKALRGKENKGSVEIMRKDLNDARDLHGQAESAAAVWKGHVMDRRKKALTDYKKLRAFFVEEEEHFLQEAEKDEGASEDDELADPADRFRSLLQAVSELEKKHRNLGLSMLLQ. Result: 0 (no interaction). (2) The miRNA is hsa-miR-196b-5p with sequence UAGGUAGUUUCCUGUUGUUGGG. The protein sequence of the target gene is MYDDSYVPGFEDSEAGSADSYTSRPSLDSDVSLEEDRESARREVESQAQQQLERAKHKPVAFAVRTNVSYCGVLDEECPVQGSGVNFEAKDFLHIKEKYSNDWWIGRLVKEGGDIAFIPSPQRLESIRLKQEQKARRSGNPSSLSDIGNRRSPPPSLAKQKQKQAEHVPPYDVVPSMRPVVLVGPSLKGYEVTDMMQKALFDFLKHRFDGRISITRVTADLSLAKRSVLNNPGKRTIIERSSARSSIAEVQSEIERIFELAKSLQLVVLDADTINHPAQLAKTSLAPIIVFVKVSSPKVL.... Result: 1 (interaction). (3) The miRNA is mmu-miR-421-5p with sequence CUCAUUAAAUGUUUGUUGAAU. The protein sequence of the target gene is MVRPVRHKKPVNYSQFDHSDSDDDFVSATVPLNKKSRTAPKELKQDKPKPNLNNLRKEEIPVQEKTPKKRLPEGTFSIPASAVPCTKMALDDKLYQRDLEVALALSVKELPTVTTNVQNSQDKSIEKHGSSKIETMNKSPHISNCSVASDYLDLDKITVEDDVGGVQGKRKAASKAAAQQRKILLEGSDGDSANDTEPDFAPGEDSEDDSDFCESEDNDEDFSMRKSKVKEIKKKEVKVKSPVEKKEKKSKSKCNALVTSVDSAPAAVKSESQSLPKKVSLSSDTTRKPLEIRSPSAESK.... Result: 0 (no interaction). (4) The miRNA is mmu-miR-1298-5p with sequence UUCAUUCGGCUGUCCAGAUGUA. The protein sequence of the target gene is MEPNSLRTKVPAFLSDLGKATLRGIRKCPRCGTYNGTRGLSCKNKTCGTIFRYGARKQPSVEAVKIITGSDLQVYSVRQRDRGPDYRCFVELGVSETTIQTVDGTIITQLSSGRCYVPSCLKAATQGVVENQCQHIKLAVNCQAEATPLTLKSSVLNAMQASPETKQTIWQLATEPTGPLVQRITKNILVVKCKASQKHSLGYLHTSFVQKVSGKSLPERRFFCSCQTLKSHKSNASKDETAQRCIHFFACICAFASDETLAQEFSDFLNFDSSGLKEIIVPQLGCHSESTVSACESTAS.... Result: 0 (no interaction). (5) The protein sequence of the target gene is METQLSNGPTCNNTANGPTTVNNNCSSPVDSGNTEDSKTNLIVNYLPQNMTQEELKSLFGSIGEIESCKLVRDKITGQSLGYGFVNYIDPKDAEKAINTLNGLRLQTKTIKVSYARPSSASIRDANLYVSGLPKTMTQKELEQLFSQYGRIITSRILVDQVTGISRGVGFIRFDKRIEAEEAIKGLNGQKPPGATEPITVKFANNPSQKTNQAILSQLYQSPNRRYPGPLAQQAQRFRLDNLLNMAYGVKSRFSPMTIDGMTSLAGINIPGHPGTGWCIFVYNLAPDADESILWQMFGPF.... Result: 0 (no interaction). The miRNA is hsa-miR-5579-5p with sequence UAUGGUACUCCUUAAGCUAAC.